This data is from Aqueous solubility values for 9,982 compounds from the AqSolDB database. The task is: Regression/Classification. Given a drug SMILES string, predict its absorption, distribution, metabolism, or excretion properties. Task type varies by dataset: regression for continuous measurements (e.g., permeability, clearance, half-life) or binary classification for categorical outcomes (e.g., BBB penetration, CYP inhibition). For this dataset (solubility_aqsoldb), we predict Y. (1) The drug is O=c1c2ccccc2[nH]c2cc3c(=O)c4c(Cl)c(Cl)ccc4[nH]c3cc12. The Y is -7.07 log mol/L. (2) The drug is BrCCCBr. The Y is -2.07 log mol/L. (3) The drug is O=[N+](O)OCCCCCCCO[N+](=O)O. The Y is -3.40 log mol/L. (4) The drug is C=CC(=O)OCCN(C)C. The Y is 0.224 log mol/L. (5) The compound is CC(C)(O)C(=O)c1ccccc1. The Y is -1.09 log mol/L.